This data is from Forward reaction prediction with 1.9M reactions from USPTO patents (1976-2016). The task is: Predict the product of the given reaction. (1) Given the reactants [F:1][C:2]1[CH:7]=[CH:6][C:5]([C@:8]2([CH2:30][CH2:31][CH2:32][OH:33])[O:13][C:12](=[O:14])[N:11]([C@H:15]([C:17]3[CH:22]=[CH:21][C:20]([C:23]4[CH:28]=[CH:27][C:26](=[O:29])[NH:25][N:24]=4)=[CH:19][CH:18]=3)[CH3:16])[CH2:10][CH2:9]2)=[CH:4][CH:3]=1.[CH3:34]C([Si](Cl)(C)C)(C)C.[H-].[Na+].CI.[N+](CC)(CC)(CC)CC.[F-], predict the reaction product. The product is: [F:1][C:2]1[CH:3]=[CH:4][C:5]([C@:8]2([CH2:30][CH2:31][CH2:32][OH:33])[O:13][C:12](=[O:14])[N:11]([C@H:15]([C:17]3[CH:22]=[CH:21][C:20]([C:23]4[CH:28]=[CH:27][C:26](=[O:29])[N:25]([CH3:34])[N:24]=4)=[CH:19][CH:18]=3)[CH3:16])[CH2:10][CH2:9]2)=[CH:6][CH:7]=1. (2) Given the reactants CO[C:3](=[O:14])[CH:4](Br)[C:5]1[CH:10]=[CH:9][C:8]([Cl:11])=[C:7]([Cl:12])[CH:6]=1.[CH:15]([SH:18])([CH3:17])[CH3:16].[NH2:19][C:20]1[S:21][CH:22]=[CH:23][N:24]=1, predict the reaction product. The product is: [CH:15]([S:18][CH:4]([C:5]1[CH:10]=[CH:9][C:8]([Cl:11])=[C:7]([Cl:12])[CH:6]=1)[C:3]([NH:19][C:20]1[S:21][CH:22]=[CH:23][N:24]=1)=[O:14])([CH3:17])[CH3:16].